Predict which catalyst facilitates the given reaction. From a dataset of Catalyst prediction with 721,799 reactions and 888 catalyst types from USPTO. (1) Reactant: Br[C:2]1[CH:3]=[CH:4][C:5]([Cl:10])=[C:6]([CH2:8][OH:9])[CH:7]=1.[C:11]([O:15][C:16]([CH3:19])([CH3:18])[CH3:17])(=[O:14])[CH:12]=[CH2:13].C1C=CC(P(C2C=CC=CC=2)C2C=CC=CC=2)=CC=1. Product: [Cl:10][C:5]1[CH:4]=[CH:3][C:2]([CH:13]=[CH:12][C:11]([O:15][C:16]([CH3:19])([CH3:18])[CH3:17])=[O:14])=[CH:7][C:6]=1[CH2:8][OH:9]. The catalyst class is: 167. (2) Reactant: [CH2:1]([C:4]1[C:5]([OH:15])=[N:6][C:7]2[C:12]([C:13]=1[OH:14])=[CH:11][CH:10]=[CH:9][CH:8]=2)[CH:2]=[CH2:3].C1(P(C2C=CC=CC=2)C2C=CC=CC=2)C=CC=CC=1.[CH2:35](O)[C:36]1[CH:41]=[CH:40][CH:39]=[CH:38][CH:37]=1.CC(OC(/N=N/C(OC(C)C)=O)=O)C. Product: [CH2:35]([O:14][C:13]1[C:12]2[C:7](=[CH:8][CH:9]=[CH:10][CH:11]=2)[N:6]=[C:5]([OH:15])[C:4]=1[CH2:1][CH:2]=[CH2:3])[C:36]1[CH:41]=[CH:40][CH:39]=[CH:38][CH:37]=1. The catalyst class is: 76. (3) Reactant: [C:1]([O:5][C:6](=[O:20])[C:7]([CH3:19])([O:9][C:10]1[CH:18]=[CH:17][C:13]([C:14]([OH:16])=[O:15])=[CH:12][CH:11]=1)[CH3:8])([CH3:4])([CH3:3])[CH3:2].[F:21][C:22]([F:38])([F:37])[C:23]1[CH:36]=[CH:35][C:26]([CH2:27][N:28]2[CH:32]=[C:31]([CH2:33]O)[N:30]=[N:29]2)=[CH:25][CH:24]=1.C1(N=C=NC2CCCCC2)CCCCC1. Product: [C:1]([O:5][C:6](=[O:20])[C:7]([CH3:8])([O:9][C:10]1[CH:11]=[CH:12][C:13]([C:14]([O:16][CH2:33][C:31]2[N:30]=[N:29][N:28]([CH2:27][C:26]3[CH:35]=[CH:36][C:23]([C:22]([F:37])([F:21])[F:38])=[CH:24][CH:25]=3)[CH:32]=2)=[O:15])=[CH:17][CH:18]=1)[CH3:19])([CH3:2])([CH3:3])[CH3:4]. The catalyst class is: 119. (4) Reactant: [Na+].[Cl-].CC(C)=CC[C:7]1[C:12]([OH:13])=[CH:11][C:10]([OH:14])=[CH:9][C:8]=1[C:15]1[O:23][C:22]2[CH:21]=[C:20]([OH:24])[CH:19]=[CH:18][C:17]=2[CH:16]=1. Product: [CH:18]1[C:17]2[CH:16]=[C:15]([C:8]3[CH:9]=[C:10]([OH:14])[CH:11]=[C:12]([OH:13])[CH:7]=3)[O:23][C:22]=2[CH:21]=[C:20]([OH:24])[CH:19]=1. The catalyst class is: 5.